From a dataset of Catalyst prediction with 721,799 reactions and 888 catalyst types from USPTO. Predict which catalyst facilitates the given reaction. (1) Reactant: [CH3:1][Si:2]([CH3:15])([CH3:14])[C:3]1[CH:13]=[CH:12][CH:11]=[CH:10][C:4]=1[CH2:5][NH:6][CH:7]1[CH2:9][CH2:8]1.C(N(CC)CC)C.[F:23][C:24]1[N:28]([CH3:29])[N:27]=[C:26]([CH:30]([F:32])[F:31])[C:25]=1[C:33](Cl)=[O:34]. Product: [CH:7]1([N:6]([CH2:5][C:4]2[CH:10]=[CH:11][CH:12]=[CH:13][C:3]=2[Si:2]([CH3:15])([CH3:14])[CH3:1])[C:33]([C:25]2[C:26]([CH:30]([F:32])[F:31])=[N:27][N:28]([CH3:29])[C:24]=2[F:23])=[O:34])[CH2:8][CH2:9]1. The catalyst class is: 7. (2) Reactant: [CH3:1][NH:2][C:3]1[C:8]([C:9]2[CH:14]=[CH:13][CH:12]=[C:11]([C:15]([F:18])([F:17])[F:16])[CH:10]=2)=[CH:7][C:6]([CH:19]=O)=[CH:5][CH:4]=1.N1C=CC=CC=1.[C:27](Cl)(=[O:29])[CH3:28].[OH2:31]. Product: [CH:19]([C:6]1[CH:5]=[CH:4][C:3]([N:2]([CH3:1])[C:27](=[O:29])[CH3:28])=[C:8]([C:9]2[CH:14]=[CH:13][CH:12]=[C:11]([C:15]([F:16])([F:17])[F:18])[CH:10]=2)[CH:7]=1)=[O:31]. The catalyst class is: 2. (3) Reactant: [CH3:1][O:2][C:3]1[CH:27]=[C:26]([O:28][CH3:29])[CH:25]=[CH:24][C:4]=1[CH2:5][N:6]([C:18]1[CH:23]=[CH:22][N:21]=[CH:20][N:19]=1)[S:7]([C:10]1[CH:15]=[CH:14][C:13](F)=[CH:12][C:11]=1[F:17])(=[O:9])=[O:8].[F:30][C:31]1([F:44])[CH2:36][CH2:35][C@H:34]([OH:37])[C@@H:33]([C:38]2[N:42]([CH3:43])[N:41]=[CH:40][CH:39]=2)[CH2:32]1.[H-].[Na+]. Product: [F:44][C:31]1([F:30])[CH2:36][CH2:35][C@H:34]([O:37][C:13]2[CH:14]=[CH:15][C:10]([S:7]([N:6]([CH2:5][C:4]3[CH:24]=[CH:25][C:26]([O:28][CH3:29])=[CH:27][C:3]=3[O:2][CH3:1])[C:18]3[CH:23]=[CH:22][N:21]=[CH:20][N:19]=3)(=[O:9])=[O:8])=[C:11]([F:17])[CH:12]=2)[C@@H:33]([C:38]2[N:42]([CH3:43])[N:41]=[CH:40][CH:39]=2)[CH2:32]1. The catalyst class is: 3.